This data is from Merck oncology drug combination screen with 23,052 pairs across 39 cell lines. The task is: Regression. Given two drug SMILES strings and cell line genomic features, predict the synergy score measuring deviation from expected non-interaction effect. (1) Drug 1: CN(Cc1cnc2nc(N)nc(N)c2n1)c1ccc(C(=O)NC(CCC(=O)O)C(=O)O)cc1. Synergy scores: synergy=-11.4. Drug 2: CNC(=O)c1cc(Oc2ccc(NC(=O)Nc3ccc(Cl)c(C(F)(F)F)c3)cc2)ccn1. Cell line: PA1. (2) Drug 1: Cn1nnc2c(C(N)=O)ncn2c1=O. Drug 2: CCc1cnn2c(NCc3ccc[n+]([O-])c3)cc(N3CCCCC3CCO)nc12. Cell line: A427. Synergy scores: synergy=14.5. (3) Drug 1: COc1cccc2c1C(=O)c1c(O)c3c(c(O)c1C2=O)CC(O)(C(=O)CO)CC3OC1CC(N)C(O)C(C)O1. Drug 2: N#Cc1ccc(Cn2cncc2CN2CCN(c3cccc(Cl)c3)C(=O)C2)cc1. Cell line: RPMI7951. Synergy scores: synergy=-4.93. (4) Drug 1: Nc1ccn(C2OC(CO)C(O)C2(F)F)c(=O)n1. Drug 2: Cc1nc(Nc2ncc(C(=O)Nc3c(C)cccc3Cl)s2)cc(N2CCN(CCO)CC2)n1. Cell line: ES2. Synergy scores: synergy=22.2. (5) Drug 1: CC(C)CC(NC(=O)C(Cc1ccccc1)NC(=O)c1cnccn1)B(O)O. Drug 2: Cn1c(=O)n(-c2ccc(C(C)(C)C#N)cc2)c2c3cc(-c4cnc5ccccc5c4)ccc3ncc21. Cell line: A375. Synergy scores: synergy=20.5. (6) Drug 1: C=CCn1c(=O)c2cnc(Nc3ccc(N4CCN(C)CC4)cc3)nc2n1-c1cccc(C(C)(C)O)n1. Drug 2: O=C(O)C1(Cc2cccc(Nc3nccs3)n2)CCC(Oc2cccc(Cl)c2F)CC1. Cell line: A375. Synergy scores: synergy=2.60. (7) Drug 1: O=C(CCCCCCC(=O)Nc1ccccc1)NO. Drug 2: NC1(c2ccc(-c3nc4ccn5c(=O)[nH]nc5c4cc3-c3ccccc3)cc2)CCC1. Cell line: SKOV3. Synergy scores: synergy=36.2. (8) Drug 1: COC1=C2CC(C)CC(OC)C(O)C(C)C=C(C)C(OC(N)=O)C(OC)C=CC=C(C)C(=O)NC(=CC1=O)C2=O. Drug 2: Cn1cc(-c2cnn3c(N)c(Br)c(C4CCCNC4)nc23)cn1. Cell line: OCUBM. Synergy scores: synergy=27.5.